This data is from Catalyst prediction with 721,799 reactions and 888 catalyst types from USPTO. The task is: Predict which catalyst facilitates the given reaction. (1) Reactant: [C:1]([O:5][C:6]([N:8]1[CH2:14][CH2:13][CH2:12][N:11]([C:15]2[N:23]([CH2:24][CH:25]=[C:26]([CH3:28])[CH3:27])[C:22]3[C:21](=[O:29])[N:20]([CH2:30][C:31]4[C:36]([C:37](O)=[O:38])=[CH:35][CH:34]=[CH:33][N:32]=4)[C:19](=[O:40])[N:18]([CH3:41])[C:17]=3[C:16]=2[C:42]#[N:43])[CH2:10][CH2:9]1)=[O:7])([CH3:4])([CH3:3])[CH3:2].[CH:44]([N:47](C(C)C)CC)(C)[CH3:45].F[P-](F)(F)(F)(F)F.N1(OC(N(C)C)=[N+](C)C)C2N=CC=CC=2N=N1.C(N)C.O1CCCC1. Product: [C:1]([O:5][C:6]([N:8]1[CH2:14][CH2:13][CH2:12][N:11]([C:15]2[N:23]([CH2:24][CH:25]=[C:26]([CH3:28])[CH3:27])[C:22]3[C:21](=[O:29])[N:20]([CH2:30][C:31]4[C:36]([C:37](=[O:38])[NH:47][CH2:44][CH3:45])=[CH:35][CH:34]=[CH:33][N:32]=4)[C:19](=[O:40])[N:18]([CH3:41])[C:17]=3[C:16]=2[C:42]#[N:43])[CH2:10][CH2:9]1)=[O:7])([CH3:3])([CH3:4])[CH3:2]. The catalyst class is: 9. (2) Reactant: [CH2:1]([O:3][CH:4]([O:13][CH2:14][CH3:15])[CH2:5][N:6]=[CH:7][C:8]1[S:9][CH:10]=[CH:11][CH:12]=1)[CH3:2].[BH4-].[Na+]. Product: [CH2:14]([O:13][CH:4]([O:3][CH2:1][CH3:2])[CH2:5][NH:6][CH2:7][C:8]1[S:9][CH:10]=[CH:11][CH:12]=1)[CH3:15]. The catalyst class is: 8. (3) Reactant: [N:1]1([C@:4]23[CH2:30][CH2:29][C@@H:28]([C:31]([CH3:33])=[CH2:32])[C@@H:5]2[C@@H:6]2[C@@:19]([CH3:22])([CH2:20][CH2:21]3)[C@@:18]3([CH3:23])[C@@H:9]([C@:10]4([CH3:27])[C@@H:15]([CH2:16][CH2:17]3)[C:14]([CH3:25])([CH3:24])[C:13](=[O:26])[CH2:12][CH2:11]4)[CH2:8][CH2:7]2)[CH2:3][CH2:2]1.[F:34][C:35]([F:48])([F:47])[S:36](O[S:36]([C:35]([F:48])([F:47])[F:34])(=[O:38])=[O:37])(=[O:38])=[O:37].C[Si]([N-][Si](C)(C)C)(C)C.[K+].[ClH:59].[Cl-].[NH4+]. Product: [F:34][C:35]([F:48])([F:47])[S:36]([O:26][C:13]1[C:14]([CH3:24])([CH3:25])[C@H:15]2[C@:10]([CH3:27])([CH2:11][CH:12]=1)[C@@H:9]1[C@:18]([CH3:23])([C@@:19]3([CH3:22])[C@H:6]([CH2:7][CH2:8]1)[C@H:5]1[C@H:28]([C:31]([CH3:33])=[CH2:32])[CH2:29][CH2:30][C@:4]1([NH:1][CH2:2][CH2:3][Cl:59])[CH2:21][CH2:20]3)[CH2:17][CH2:16]2)(=[O:38])=[O:37]. The catalyst class is: 1. (4) Reactant: [CH3:1][O:2][C:3](=[O:20])[C:4]1[CH:9]=[C:8]([C:10]([F:13])([F:12])[F:11])[C:7]([O:14]COC)=[C:6]([O:18][CH3:19])[CH:5]=1.Cl. Product: [CH3:1][O:2][C:3](=[O:20])[C:4]1[CH:9]=[C:8]([C:10]([F:13])([F:12])[F:11])[C:7]([OH:14])=[C:6]([O:18][CH3:19])[CH:5]=1. The catalyst class is: 56. (5) Reactant: [Cl:1][CH2:2][CH2:3][C@@H:4]([C:6]1[CH:11]=[CH:10][CH:9]=[CH:8][CH:7]=1)[OH:5].[C:12]([O:16][C:17]([O:19][C:20]1[CH:25]=[CH:24][C:23](O)=[C:22]([CH3:27])[CH:21]=1)=[O:18])([CH3:15])([CH3:14])[CH3:13].C1(P(C2C=CC=CC=2)C2C=CC=CC=2)C=CC=CC=1. Product: [Cl:1][CH2:2][CH2:3][C@H:4]([C:6]1[CH:11]=[CH:10][CH:9]=[CH:8][CH:7]=1)[O:5][C:23]1[CH:24]=[CH:25][C:20]([O:19][C:17]([O:16][C:12]([CH3:14])([CH3:13])[CH3:15])=[O:18])=[CH:21][C:22]=1[CH3:27]. The catalyst class is: 7. (6) Reactant: [CH2:1]([O:3][C:4](=[O:14])[CH2:5][NH:6][C:7]1[CH:12]=[CH:11][C:10]([CH3:13])=[CH:9][CH:8]=1)[CH3:2].[C:15](Cl)(=[O:17])[CH3:16]. Product: [CH2:1]([O:3][C:4](=[O:14])[CH2:5][N:6]([C:15](=[O:17])[CH3:16])[C:7]1[CH:8]=[CH:9][C:10]([CH3:13])=[CH:11][CH:12]=1)[CH3:2]. The catalyst class is: 1.